From a dataset of Forward reaction prediction with 1.9M reactions from USPTO patents (1976-2016). Predict the product of the given reaction. (1) Given the reactants [C:1]([CH2:3][C:4]([NH2:6])=[O:5])#[N:2].[F:7][CH:8]([C:12](=O)[CH3:13])[C:9](=O)[CH3:10].N1CCCCC1, predict the reaction product. The product is: [F:7][C:8]1[C:12]([CH3:13])=[C:3]([C:1]#[N:2])[C:4](=[O:5])[NH:6][C:9]=1[CH3:10]. (2) Given the reactants [Li]CCCC.[CH2:6]([C:20]1[S:21][CH:22]=[CH:23][CH:24]=1)[CH2:7][CH2:8][CH2:9][CH2:10][CH2:11][CH2:12][CH2:13][CH2:14][CH2:15][CH2:16][CH2:17][CH2:18][CH3:19].[CH3:25][Sn:26](Cl)([CH3:28])[CH3:27], predict the reaction product. The product is: [CH3:25][Sn:26]([CH3:28])([CH3:27])[C:22]1[S:21][C:20]([CH2:6][CH2:7][CH2:8][CH2:9][CH2:10][CH2:11][CH2:12][CH2:13][CH2:14][CH2:15][CH2:16][CH2:17][CH2:18][CH3:19])=[CH:24][CH:23]=1. (3) Given the reactants N(C(OC(C)(C)C)=O)=NC(OC(C)(C)C)=O.[I:17][C:18]1[CH:23]=[CH:22][C:21]([OH:24])=[CH:20][CH:19]=1.C1(P(C2C=CC=CC=2)C2C=CC=CC=2)C=CC=CC=1.O[CH:45]1[CH2:50][CH2:49][N:48]([C:51]([O:53][C:54]([CH3:57])([CH3:56])[CH3:55])=[O:52])[CH2:47][CH2:46]1, predict the reaction product. The product is: [I:17][C:18]1[CH:23]=[CH:22][C:21]([O:24][CH:45]2[CH2:50][CH2:49][N:48]([C:51]([O:53][C:54]([CH3:57])([CH3:56])[CH3:55])=[O:52])[CH2:47][CH2:46]2)=[CH:20][CH:19]=1. (4) Given the reactants [NH2:1][C:2]1[NH:6][N:5]=[C:4]([NH:7][C:8]2[CH:9]=[N:10][CH:11]=[CH:12][CH:13]=2)[C:3]=1[C:14]([NH2:16])=[O:15].[CH:17](=O)[C:18]1[CH:23]=[CH:22][CH:21]=[CH:20][CH:19]=1.N1CCCCC1, predict the reaction product. The product is: [CH:17](=[N:1][C:2]1[NH:6][N:5]=[C:4]([NH:7][C:8]2[CH:9]=[N:10][CH:11]=[CH:12][CH:13]=2)[C:3]=1[C:14]([NH2:16])=[O:15])[C:18]1[CH:23]=[CH:22][CH:21]=[CH:20][CH:19]=1.